From a dataset of Full USPTO retrosynthesis dataset with 1.9M reactions from patents (1976-2016). Predict the reactants needed to synthesize the given product. (1) The reactants are: C1(C2C(O[C@@H]3CCCNC3)=CC(F)=C(C=2)C(OC)=O)CC1.[CH:22]1([C:25]2[C:26]([O:39][C@@H:40]3[CH2:45][CH2:44][CH2:43][NH:42][CH2:41]3)=[CH:27][C:28]([F:38])=[C:29]([CH:37]=2)[C:30]([NH:32][S:33]([CH3:36])(=[O:35])=[O:34])=[O:31])[CH2:24][CH2:23]1.ClC1C=C(C(Cl)C)C=C(Cl)C=1.Cl[CH2:58][C:59]1[CH:64]=[C:63]([C:65]([F:68])([F:67])[F:66])[CH:62]=[C:61]([CH:69]2[CH2:71][CH2:70]2)[N:60]=1. Given the product [CH:22]1([C:25]2[C:26]([O:39][C@@H:40]3[CH2:45][CH2:44][CH2:43][N:42]([CH2:58][C:59]4[CH:64]=[C:63]([C:65]([F:68])([F:67])[F:66])[CH:62]=[C:61]([CH:69]5[CH2:71][CH2:70]5)[N:60]=4)[CH2:41]3)=[CH:27][C:28]([F:38])=[C:29]([CH:37]=2)[C:30]([NH:32][S:33]([CH3:36])(=[O:35])=[O:34])=[O:31])[CH2:23][CH2:24]1, predict the reactants needed to synthesize it. (2) The reactants are: [Br:1][C:2]1[C:3]([F:11])=[C:4]([CH:8]=[CH:9][CH:10]=1)[C:5](O)=[O:6].C([N:14](CC)CC)C.S(Cl)(Cl)=O. Given the product [Br:1][C:2]1[C:3]([F:11])=[C:4]([CH:8]=[CH:9][CH:10]=1)[C:5]([NH2:14])=[O:6], predict the reactants needed to synthesize it.